This data is from Full USPTO retrosynthesis dataset with 1.9M reactions from patents (1976-2016). The task is: Predict the reactants needed to synthesize the given product. (1) Given the product [NH2:10][C:5]1[CH:4]=[C:3]([O:2][CH3:1])[CH:8]=[CH:7][C:6]=1[OH:9].[ClH:13].[NH2:10][C:5]1[CH:4]=[C:3]([O:2][CH3:1])[CH:8]=[CH:7][C:6]=1[OH:9], predict the reactants needed to synthesize it. The reactants are: [CH3:1][O:2][C:3]1[CH:8]=[CH:7][C:6]([OH:9])=[C:5]([N+:10]([O-])=O)[CH:4]=1.[ClH:13]. (2) The reactants are: [CH3:1][C:2]1[O:6][N:5]=[C:4]([C:7](Cl)=[O:8])[CH:3]=1.[N-:10]=[N+:11]=[N-:12].[Na+]. Given the product [CH3:1][C:2]1[O:6][N:5]=[C:4]([C:7]([N:10]=[N+:11]=[N-:12])=[O:8])[CH:3]=1, predict the reactants needed to synthesize it.